Dataset: Forward reaction prediction with 1.9M reactions from USPTO patents (1976-2016). Task: Predict the product of the given reaction. (1) Given the reactants [NH2:1][C:2]1[C:7]([OH:8])=[CH:6][CH:5]=[CH:4][N:3]=1.C(N(CC)CC)C.[F:16][C:17]1[CH:18]=[N:19][C:20]([O:26][C:27]2[CH:32]=[CH:31][CH:30]=[C:29]([S:33][CH3:34])[CH:28]=2)=[C:21]([CH:25]=1)[C:22](O)=[O:23].Cl.CN(C)CCCN=C=NCC.ON1C2C=CC=CC=2N=N1, predict the reaction product. The product is: [F:16][C:17]1[CH:18]=[N:19][C:20]([O:26][C:27]2[CH:32]=[CH:31][CH:30]=[C:29]([S:33][CH3:34])[CH:28]=2)=[C:21]([CH:25]=1)[C:22]([NH:1][C:2]1[C:7]([OH:8])=[CH:6][CH:5]=[CH:4][N:3]=1)=[O:23]. (2) Given the reactants [Cl:1][C:2]1[CH:11]=[CH:10][C:9]2[C:4](=[CH:5][CH:6]=[C:7](B3OC(C)(C)C(C)(C)O3)[CH:8]=2)[N:3]=1.I[C:22]1[N:23]=[C:24]([C@@H:27]2[CH2:39][N:37]3[C:38]4[CH:30]([C@@H:31]([NH:40][C:41](=[O:44])[O:42][CH3:43])[CH2:32][CH2:33][C:34]=4[CH:35]=[CH:36]3)[C:29](=[O:45])[CH2:28]2)[NH:25][CH:26]=1.C(=O)(O)[O-].[Na+].C1(C)C=CC=CC=1, predict the reaction product. The product is: [Cl:1][C:2]1[CH:11]=[CH:10][C:9]2[C:4](=[CH:5][CH:6]=[C:7]([C:22]3[N:23]=[C:24]([C@@H:27]4[CH2:39][N:37]5[C:38]6[CH:30]([C@@H:31]([NH:40][C:41](=[O:44])[O:42][CH3:43])[CH2:32][CH2:33][C:34]=6[CH:35]=[CH:36]5)[C:29](=[O:45])[CH2:28]4)[NH:25][CH:26]=3)[CH:8]=2)[N:3]=1. (3) Given the reactants Br[C:2]1[CH:7]=[CH:6][N:5]2[C:8](=[O:15])[N:9]([CH2:11][CH:12]([CH3:14])[CH3:13])[N:10]=[C:4]2[C:3]=1I.[Cl:17][C:18]1[CH:23]=[CH:22][C:21](B(O)O)=[CH:20][CH:19]=1.C([O-])([O-])=O.[K+].[K+], predict the reaction product. The product is: [Cl:17][C:18]1[CH:23]=[CH:22][C:21]([C:2]2[CH:7]=[CH:6][N:5]3[C:8](=[O:15])[N:9]([CH2:11][CH:12]([CH3:14])[CH3:13])[N:10]=[C:4]3[C:3]=2[C:21]2[CH:22]=[CH:23][C:18]([Cl:17])=[CH:19][CH:20]=2)=[CH:20][CH:19]=1. (4) The product is: [ClH:30].[NH2:31][C:7]([CH2:21][CH2:22][O:23][C:24]1[CH:25]=[CH:26][C:27]([Cl:30])=[CH:28][CH:29]=1)([CH2:8][CH2:9][CH2:10][CH2:11][B:12]([OH:13])[OH:16])[C:6]([OH:45])=[O:5]. Given the reactants C([O:5][C:6](=[O:45])[C:7]([N:31]=C(C1C=CC=CC=1)C1C=CC=CC=1)([CH2:21][CH2:22][O:23][C:24]1[CH:29]=[CH:28][C:27]([Cl:30])=[CH:26][CH:25]=1)[CH2:8][CH2:9][CH2:10][CH2:11][B:12]1[O:16]C(C)(C)C(C)(C)[O:13]1)(C)(C)C, predict the reaction product. (5) Given the reactants [NH3:1].[Br:2][C:3]1[CH:8]=[CH:7][C:6]([S:9](Cl)(=[O:11])=[O:10])=[CH:5][C:4]=1[CH3:13], predict the reaction product. The product is: [Br:2][C:3]1[CH:8]=[CH:7][C:6]([S:9]([NH2:1])(=[O:11])=[O:10])=[CH:5][C:4]=1[CH3:13]. (6) Given the reactants [CH3:1][N:2]([CH3:8])[CH:3]1[CH2:7][CH2:6][NH:5][CH2:4]1.F[C:10]1[CH:15]=[CH:14][C:13]([N+:16]([O-])=O)=[CH:12][CH:11]=1.[H][H].NC1C=CC=CC=1.C1N=CN([C:33]([N:35]2C=N[CH:37]=[CH:36]2)=[O:34])C=1.[O:40]([C:47]1[CH:53]=CC(N)=[CH:49][CH:48]=1)[C:41]1[CH:46]=[CH:45][CH:44]=[CH:43][CH:42]=1, predict the reaction product. The product is: [CH3:1][N:2]([CH3:8])[CH:3]1[CH2:7][CH2:6][N:5]([C:10]2[CH:15]=[CH:14][C:13]([NH:16][C:33]([NH:35][C:36]3[CH:37]=[CH:53][C:47]([O:40][C:41]4[CH:46]=[CH:45][CH:44]=[CH:43][CH:42]=4)=[CH:48][CH:49]=3)=[O:34])=[CH:12][CH:11]=2)[CH2:4]1. (7) Given the reactants [NH2:1][C:2]1[CH:11]=[C:10]2[C:5]([CH:6]=[CH:7][N:8]=[CH:9]2)=[CH:4][CH:3]=1.N([O-])=O.[Na+].O.[N-:17]=[N+:18]=[N-].[Na+], predict the reaction product. The product is: [N:1]([C:2]1[CH:11]=[C:10]2[C:5]([CH:6]=[CH:7][N:8]=[CH:9]2)=[CH:4][CH:3]=1)=[N+:17]=[N-:18]. (8) The product is: [NH2:14][C:15]1[CH:16]=[CH:17][C:18]([F:57])=[C:19]([C:21]2([CH:54]([F:56])[F:55])[CH2:27][CH2:26][S:25](=[O:29])(=[O:28])[CH2:24][C:23]([NH2:30])=[N:22]2)[CH:20]=1. Given the reactants C(=[N:14][C:15]1[CH:16]=[CH:17][C:18]([F:57])=[C:19]([C:21]2([CH:54]([F:56])[F:55])[CH2:27][CH2:26][S:25](=[O:29])(=[O:28])[CH2:24][C:23]([NH:30]C(C3C=CC(OC)=CC=3)(C3C=CC(OC)=CC=3)C3C=CC=CC=3)=[N:22]2)[CH:20]=1)(C1C=CC=CC=1)C1C=CC=CC=1.FC(F)(F)C(O)=O.C(=N)(C1C=CC=CC=1)C1C=CC=CC=1.Cl.C(=O)([O-])[O-].[Na+].[Na+], predict the reaction product.